This data is from Catalyst prediction with 721,799 reactions and 888 catalyst types from USPTO. The task is: Predict which catalyst facilitates the given reaction. (1) Reactant: [H-].[Na+].[NH2:3][C:4]1[C:9]([OH:10])=[CH:8][N:7]=[C:6]([C:11]2[C:19]3[C:14](=[N:15][CH:16]=[CH:17][CH:18]=3)[N:13]([CH2:20][C:21]3[CH:26]=[CH:25][CH:24]=[CH:23][C:22]=3[F:27])[N:12]=2)[N:5]=1.[N:28]1([C:33](Cl)=[O:34])[CH2:32][CH2:31][CH2:30][CH2:29]1. Product: [N:28]1([C:33]([O:10][C:9]2[C:4]([NH2:3])=[N:5][C:6]([C:11]3[C:19]4[C:14](=[N:15][CH:16]=[CH:17][CH:18]=4)[N:13]([CH2:20][C:21]4[CH:26]=[CH:25][CH:24]=[CH:23][C:22]=4[F:27])[N:12]=3)=[N:7][CH:8]=2)=[O:34])[CH2:32][CH2:31][CH2:30][CH2:29]1. The catalyst class is: 1. (2) Reactant: [Cl:1][C:2]1[CH:10]=[C:9]2[C:5]([CH2:6][N:7]([C:12]3[CH:17]=[CH:16][C:15]([CH:18]([CH3:26])[C:19]([O:21]C(C)(C)C)=[O:20])=[CH:14][CH:13]=3)[C:8]2=[O:11])=[CH:4][CH:3]=1. Product: [Cl:1][C:2]1[CH:10]=[C:9]2[C:5]([CH2:6][N:7]([C:12]3[CH:13]=[CH:14][C:15]([CH:18]([CH3:26])[C:19]([OH:21])=[O:20])=[CH:16][CH:17]=3)[C:8]2=[O:11])=[CH:4][CH:3]=1. The catalyst class is: 106. (3) Reactant: [NH2:1][C:2]1[N:11]=[CH:10][C:9]2[C:8](SC)=[N:7][CH:6]=[N:5][C:4]=2[CH:3]=1.Cl.[NH2:15][C:16]1[CH:21]=[CH:20][C:19]([C:22]([F:25])([F:24])[F:23])=[CH:18][CH:17]=1.NC1C=CC(C(F)(F)F)=CC=1.C([O-])(O)=O.[Na+]. Product: [NH2:1][C:2]1[N:11]=[CH:10][C:9]2[C:8]([NH:15][C:16]3[CH:21]=[CH:20][C:19]([C:22]([F:23])([F:24])[F:25])=[CH:18][CH:17]=3)=[N:7][CH:6]=[N:5][C:4]=2[CH:3]=1. The catalyst class is: 254. (4) Reactant: [C:1]1([O:11][CH2:12][CH:13]2[CH2:18][CH2:17][N:16]([C:19]([O:21][CH2:22][C:23]([O:25]CC)=O)=[O:20])[CH2:15][CH2:14]2)[C:10]2[C:5](=[CH:6][CH:7]=[CH:8][CH:9]=2)[CH:4]=[CH:3][CH:2]=1.[NH3:28]. Product: [C:1]1([O:11][CH2:12][CH:13]2[CH2:18][CH2:17][N:16]([C:19]([O:21][CH2:22][C:23]([NH2:28])=[O:25])=[O:20])[CH2:15][CH2:14]2)[C:10]2[C:5](=[CH:6][CH:7]=[CH:8][CH:9]=2)[CH:4]=[CH:3][CH:2]=1. The catalyst class is: 5. (5) Reactant: [N:1]1([CH2:15][C:16]2[N:20]([CH2:21][CH2:22][CH2:23][CH2:24][C:25]#[N:26])[C:19]3[CH:27]=[CH:28][CH:29]=[CH:30][C:18]=3[N:17]=2)[C@H:14]2[C@@H:5]([CH2:6][CH2:7][C:8]3[C:13]2=[N:12][CH:11]=[CH:10][CH:9]=3)[CH2:4][CH2:3][CH2:2]1. The catalyst class is: 834. Product: [N:1]1([CH2:15][C:16]2[N:20]([CH2:21][CH2:22][CH2:23][CH2:24][CH2:25][NH2:26])[C:19]3[CH:27]=[CH:28][CH:29]=[CH:30][C:18]=3[N:17]=2)[C@H:14]2[C@@H:5]([CH2:6][CH2:7][C:8]3[C:13]2=[N:12][CH:11]=[CH:10][CH:9]=3)[CH2:4][CH2:3][CH2:2]1. (6) Reactant: B(Br)(Br)Br.[Cl:5][C:6]1[CH:37]=[CH:36][C:35]([O:38]C)=[CH:34][C:7]=1[O:8][CH:9]1[CH2:12][N:11]([C:13]([CH3:33])([CH3:32])[CH2:14][CH2:15][C:16]([C:26]2[CH:31]=[CH:30][CH:29]=[CH:28][CH:27]=2)([C:20]2[CH:25]=[CH:24][CH:23]=[CH:22][CH:21]=2)[C:17]([NH2:19])=[O:18])[CH2:10]1. Product: [Cl:5][C:6]1[CH:37]=[CH:36][C:35]([OH:38])=[CH:34][C:7]=1[O:8][CH:9]1[CH2:10][N:11]([C:13]([CH3:33])([CH3:32])[CH2:14][CH2:15][C:16]([C:26]2[CH:27]=[CH:28][CH:29]=[CH:30][CH:31]=2)([C:20]2[CH:25]=[CH:24][CH:23]=[CH:22][CH:21]=2)[C:17]([NH2:19])=[O:18])[CH2:12]1. The catalyst class is: 4. (7) Reactant: [NH2:1][C@H:2]1[C:11]2[C:6](=[CH:7][CH:8]=[C:9]([C:12]3[CH:13]=[N:14][N:15]([CH2:17][CH2:18][O:19][CH3:20])[CH:16]=3)[CH:10]=2)[N:5]([C:21](=[O:23])[CH3:22])[C@@H:4]([CH:24]2[CH2:26][CH2:25]2)[C@@H:3]1[CH3:27].CN(C1C(C2C(P(C3CCCCC3)C3CCCCC3)=CC=CC=2)=CC=CC=1)C.CC(C)([O-])C.[Na+].Br[C:63]1[CH:68]=[N:67][C:66]([CH3:69])=[CH:65][N:64]=1. Product: [CH:24]1([C@H:4]2[C@H:3]([CH3:27])[C@@H:2]([NH:1][C:63]3[CH:68]=[N:67][C:66]([CH3:69])=[CH:65][N:64]=3)[C:11]3[C:6](=[CH:7][CH:8]=[C:9]([C:12]4[CH:13]=[N:14][N:15]([CH2:17][CH2:18][O:19][CH3:20])[CH:16]=4)[CH:10]=3)[N:5]2[C:21](=[O:23])[CH3:22])[CH2:26][CH2:25]1. The catalyst class is: 102. (8) Product: [Cl:17][C:18]1[CH:19]=[C:20]([C:2]2[CH:7]=[CH:6][CH:5]=[C:4]([C:8]3([CH3:16])[N:13]=[C:12]([O:14][CH3:15])[CH2:11][O:10][CH2:9]3)[CH:3]=2)[CH:21]=[C:22]([Cl:24])[CH:23]=1. The catalyst class is: 848. Reactant: Br[C:2]1[CH:3]=[C:4]([C:8]2([CH3:16])[N:13]=[C:12]([O:14][CH3:15])[CH2:11][O:10][CH2:9]2)[CH:5]=[CH:6][CH:7]=1.[Cl:17][C:18]1[CH:19]=[C:20](B2OC(C)(C)C(C)(C)O2)[CH:21]=[C:22]([Cl:24])[CH:23]=1.C(=O)([O-])[O-].[Na+].[Na+].C1(P(C2C=CC=CC=2)C2C=CC=CC=2)C=CC=CC=1. (9) Reactant: [NH2:1][CH:2]1[CH2:7][CH2:6][N:5]([CH2:8][CH2:9][N:10]2[C:19]3[C:14](=[CH:15][CH:16]=[C:17]([F:20])[CH:18]=3)[N:13]=[CH:12][C:11]2=[O:21])[CH2:4][CH2:3]1.[Cl:22][C:23]1[C:32]([CH:33]=O)=[N:31][C:30]2[NH:29][C:28](=[O:35])[CH2:27][S:26][C:25]=2[CH:24]=1.C(O[BH-](OC(=O)C)OC(=O)C)(=O)C.[Na+].C(=O)([O-])O.[Na+]. Product: [Cl:22][C:23]1[C:32]([CH2:33][NH:1][CH:2]2[CH2:3][CH2:4][N:5]([CH2:8][CH2:9][N:10]3[C:19]4[C:14](=[CH:15][CH:16]=[C:17]([F:20])[CH:18]=4)[N:13]=[CH:12][C:11]3=[O:21])[CH2:6][CH2:7]2)=[N:31][C:30]2[NH:29][C:28](=[O:35])[CH2:27][S:26][C:25]=2[CH:24]=1. The catalyst class is: 671.